This data is from Reaction yield outcomes from USPTO patents with 853,638 reactions. The task is: Predict the reaction yield, written as a fraction of the theoretical maximum amount of product (1.0 means a 100% yield; for example, 0.34 means a 34% yield). (1) The reactants are ClC1C=C2C(=CC=1)[C@@]1(COC3C=CC(C(O)=O)=CC=3N(C[C@@H]3CC[C@H]3[C@@H](O)/C=C/CCC)C1)CCC2.C[C@@H](CC=C)[C@H](S(N)(=O)=O)C.C[C@@H](CC=C)[C@@H](S(N)(=O)=O)C.[Cl:59][C:60]1[CH:61]=[C:62]2[C:67](=[CH:68][CH:69]=1)[C@@:66]1([CH2:75][O:74][C:73]3[CH:76]=[CH:77][C:78]([C:80]([OH:82])=[O:81])=[CH:79][C:72]=3[N:71]([CH2:83][C@@H:84]3[CH2:87][CH2:86][C@H:85]3[C@@H:88]([OH:100])/[CH:89]=[CH:90]/[CH2:91][C@H:92]([CH3:99])[C@H:93]([S:95](=[O:98])(=[O:97])[NH2:96])[CH3:94])[CH2:70]1)[CH2:65][CH2:64][CH2:63]2. No catalyst specified. The product is [Cl:59][C:60]1[CH:61]=[C:62]2[C:67](=[CH:68][CH:69]=1)[C@@:66]1([CH2:75][O:74][C:73]3[CH:76]=[CH:77][C:78]([C:80]([OH:82])=[O:81])=[CH:79][C:72]=3[N:71]([CH2:83][C@@H:84]3[CH2:87][CH2:86][C@H:85]3[C@@H:88]([OH:100])/[CH:89]=[CH:90]/[CH2:91][C@H:92]([CH3:99])[C@@H:93]([S:95](=[O:97])(=[O:98])[NH2:96])[CH3:94])[CH2:70]1)[CH2:65][CH2:64][CH2:63]2. The yield is 0.800. (2) The reactants are [C:1]1([CH3:14])[CH:6]=[CH:5][C:4]([C:7]#[C:8][CH:9]([OH:13])[CH2:10][CH:11]=[CH2:12])=[CH:3][CH:2]=1. The catalyst is C1(C)C=CC=CC=1. The product is [C:1]1([CH3:14])[CH:2]=[CH:3][C:4]([C:7]23[CH2:12][CH:11]2[CH2:10][C:9](=[O:13])[CH2:8]3)=[CH:5][CH:6]=1. The yield is 0.400. (3) The reactants are [CH3:1][C:2]1[C:6]([C:7]2[N:11]([C:12]3[CH:17]=[CH:16][C:15]([O:18]C)=[CH:14][CH:13]=3)[N:10]=[C:9]([CH2:20][CH2:21][CH3:22])[C:8]=2[C:23]#[N:24])=[C:5]([CH3:25])[O:4][N:3]=1.B(Br)(Br)Br.O. The catalyst is C(Cl)Cl. The product is [CH3:1][C:2]1[C:6]([C:7]2[N:11]([C:12]3[CH:13]=[CH:14][C:15]([OH:18])=[CH:16][CH:17]=3)[N:10]=[C:9]([CH2:20][CH2:21][CH3:22])[C:8]=2[C:23]#[N:24])=[C:5]([CH3:25])[O:4][N:3]=1. The yield is 0.470. (4) The reactants are [C:1](Cl)(=[O:5])[C:2](Cl)=[O:3].[CH3:7][NH2:8].[Br:9][C:10]1[CH:32]=[CH:31][C:13]2[N:14]([C:27]([CH3:30])([CH3:29])[CH3:28])[C:15]([C:17]3[CH:26]=[CH:25][CH:24]=[CH:23][C:18]=3[C:19]([NH:21]O)=[NH:20])=[N:16][C:12]=2[CH:11]=1. The yield is 0.370. The product is [CH3:7][NH:8][C:2]([C:1]1[O:5][N:21]=[C:19]([C:18]2[CH:23]=[CH:24][CH:25]=[CH:26][C:17]=2[C:15]2[N:14]([C:27]([CH3:30])([CH3:29])[CH3:28])[C:13]3[CH:31]=[CH:32][C:10]([Br:9])=[CH:11][C:12]=3[N:16]=2)[N:20]=1)=[O:3]. The catalyst is C1COCC1.N1C=CC=CC=1. (5) The reactants are [NH2:1][C:2]1[C:11](Cl)=[N:10][C:9]2[C:4](=[CH:5][C:6]([F:14])=[C:7]([F:13])[CH:8]=2)[N:3]=1.[CH3:15][O-:16].[Na+]. The catalyst is O1CCCC1.CO. The product is [NH2:1][C:2]1[C:11]([O:16][CH3:15])=[N:10][C:9]2[C:4](=[CH:5][C:6]([F:14])=[C:7]([F:13])[CH:8]=2)[N:3]=1. The yield is 0.950. (6) The reactants are [CH3:1][O:2][C:3]1[CH:4]=[C:5]([CH:10]=[CH:11][C:12]=1[O:13][CH3:14])[C:6]([O:8][CH3:9])=[O:7].[Br:15]Br. The catalyst is CC(O)=O. The product is [CH3:9][O:8][C:6](=[O:7])[C:5]1[CH:4]=[C:3]([O:2][CH3:1])[C:12]([O:13][CH3:14])=[CH:11][C:10]=1[Br:15]. The yield is 0.640.